Dataset: Aqueous solubility values for 9,982 compounds from the AqSolDB database. Task: Regression/Classification. Given a drug SMILES string, predict its absorption, distribution, metabolism, or excretion properties. Task type varies by dataset: regression for continuous measurements (e.g., permeability, clearance, half-life) or binary classification for categorical outcomes (e.g., BBB penetration, CYP inhibition). For this dataset (solubility_aqsoldb), we predict Y. (1) The compound is CC(C)N(CCO)C(C)C. The Y is -1.08 log mol/L. (2) The compound is Cc1cccc(C)c1O. The Y is -1.29 log mol/L. (3) The drug is CC(=N/O)/C(C)=N/O. The Y is -2.16 log mol/L. (4) The molecule is CC(O)C(Cl)(Cl)Cl. The Y is -0.757 log mol/L. (5) The drug is COC(=O)c1ccc2cc(C(=O)OC)ccc2c1. The Y is -6.21 log mol/L.